The task is: Regression. Given two drug SMILES strings and cell line genomic features, predict the synergy score measuring deviation from expected non-interaction effect.. This data is from NCI-60 drug combinations with 297,098 pairs across 59 cell lines. (1) Drug 1: CC1=C(C=C(C=C1)NC(=O)C2=CC=C(C=C2)CN3CCN(CC3)C)NC4=NC=CC(=N4)C5=CN=CC=C5. Drug 2: C(CN)CNCCSP(=O)(O)O. Cell line: HCC-2998. Synergy scores: CSS=6.13, Synergy_ZIP=1.07, Synergy_Bliss=0.471, Synergy_Loewe=4.40, Synergy_HSA=0.995. (2) Drug 1: CC1C(C(CC(O1)OC2CC(CC3=C2C(=C4C(=C3O)C(=O)C5=C(C4=O)C(=CC=C5)OC)O)(C(=O)C)O)N)O.Cl. Drug 2: CCCCCOC(=O)NC1=NC(=O)N(C=C1F)C2C(C(C(O2)C)O)O. Cell line: MDA-MB-435. Synergy scores: CSS=11.9, Synergy_ZIP=-0.277, Synergy_Bliss=7.43, Synergy_Loewe=-1.36, Synergy_HSA=3.19. (3) Drug 1: CS(=O)(=O)C1=CC(=C(C=C1)C(=O)NC2=CC(=C(C=C2)Cl)C3=CC=CC=N3)Cl. Drug 2: C1=NC2=C(N1)C(=S)N=CN2. Cell line: NCI-H460. Synergy scores: CSS=-2.41, Synergy_ZIP=-4.39, Synergy_Bliss=-7.13, Synergy_Loewe=-11.4, Synergy_HSA=-6.73. (4) Drug 1: CCC(=C(C1=CC=CC=C1)C2=CC=C(C=C2)OCCN(C)C)C3=CC=CC=C3.C(C(=O)O)C(CC(=O)O)(C(=O)O)O. Drug 2: C1CC(=O)NC(=O)C1N2C(=O)C3=CC=CC=C3C2=O. Cell line: SF-295. Synergy scores: CSS=-6.00, Synergy_ZIP=3.27, Synergy_Bliss=3.05, Synergy_Loewe=-0.477, Synergy_HSA=-1.75. (5) Drug 1: CCCS(=O)(=O)NC1=C(C(=C(C=C1)F)C(=O)C2=CNC3=C2C=C(C=N3)C4=CC=C(C=C4)Cl)F. Drug 2: C1CN(P(=O)(OC1)NCCCl)CCCl. Cell line: M14. Synergy scores: CSS=44.0, Synergy_ZIP=3.85, Synergy_Bliss=3.22, Synergy_Loewe=-33.5, Synergy_HSA=2.12.